Dataset: Forward reaction prediction with 1.9M reactions from USPTO patents (1976-2016). Task: Predict the product of the given reaction. (1) Given the reactants [F:1][C:2]1[C:7]2[C:8](=[O:13])OC(=O)[NH:11][C:6]=2[CH:5]=[CH:4][CH:3]=1.[CH:14]([NH2:17])([CH3:16])[CH3:15], predict the reaction product. The product is: [NH2:11][C:6]1[CH:5]=[CH:4][CH:3]=[C:2]([F:1])[C:7]=1[C:8]([NH:17][CH:14]([CH3:16])[CH3:15])=[O:13]. (2) Given the reactants [C:1](/[CH:3]=[CH:4]/[S:5]([C:8]1[CH:13]=[CH:12][C:11]([C:14]([CH3:19])([CH3:18])[C:15]([OH:17])=O)=[CH:10][CH:9]=1)(=[O:7])=[O:6])#[N:2].[NH2:20][C:21]1[CH:26]=[C:25]([CH3:27])[CH:24]=[CH:23][C:22]=1[OH:28].Cl.CN(C)CCCN=C=NCC.ON1C2C=CC=CC=2N=N1, predict the reaction product. The product is: [C:1](/[CH:3]=[CH:4]/[S:5]([C:8]1[CH:9]=[CH:10][C:11]([C:14]([CH3:19])([CH3:18])[C:15]([NH:20][C:21]2[CH:26]=[C:25]([CH3:27])[CH:24]=[CH:23][C:22]=2[OH:28])=[O:17])=[CH:12][CH:13]=1)(=[O:6])=[O:7])#[N:2]. (3) Given the reactants Cl[C:2]1[C:7]2[O:8][C:9]3[CH2:14][CH2:13][N:12]([C:15]([O:17][C:18]([CH3:21])([CH3:20])[CH3:19])=[O:16])[CH2:11][C:10]=3[C:6]=2[CH:5]=[C:4]([S:22]([C:25]2[CH:30]=[CH:29][CH:28]=[CH:27][CH:26]=2)(=[O:24])=[O:23])[CH:3]=1.[C:31](=O)([O-])[O-].[K+].[K+], predict the reaction product. The product is: [CH3:31][C:2]1[C:7]2[O:8][C:9]3[CH2:14][CH2:13][N:12]([C:15]([O:17][C:18]([CH3:21])([CH3:20])[CH3:19])=[O:16])[CH2:11][C:10]=3[C:6]=2[CH:5]=[C:4]([S:22]([C:25]2[CH:26]=[CH:27][CH:28]=[CH:29][CH:30]=2)(=[O:24])=[O:23])[CH:3]=1. (4) Given the reactants [Cl:1][C:2]1[C:3]([CH:9]([C:20]2[CH:25]=[C:24]([F:26])[CH:23]=[CH:22][C:21]=2[F:27])[S:10]([C:13]2[CH:18]=[CH:17][C:16]([F:19])=[CH:15][CH:14]=2)(=[O:12])=[O:11])=[CH:4][C:5]([NH2:8])=[N:6][CH:7]=1.N1C=CC=CC=1.[CH3:34][S:35](Cl)(=[O:37])=[O:36], predict the reaction product. The product is: [Cl:1][C:2]1[C:3]([CH:9]([C:20]2[CH:25]=[C:24]([F:26])[CH:23]=[CH:22][C:21]=2[F:27])[S:10]([C:13]2[CH:18]=[CH:17][C:16]([F:19])=[CH:15][CH:14]=2)(=[O:12])=[O:11])=[CH:4][C:5]([NH:8][S:35]([CH3:34])(=[O:37])=[O:36])=[N:6][CH:7]=1. (5) Given the reactants [Br:1][C:2]1[CH:7]=[CH:6][C:5]([CH2:8][CH2:9]I)=[CH:4][CH:3]=1.[CH2:11]([O:13][C:14](=[O:21])[CH:15]([S:17]([CH3:20])(=[O:19])=[O:18])[CH3:16])[CH3:12].C([O-])([O-])=O.[Cs+].[Cs+].O, predict the reaction product. The product is: [Br:1][C:2]1[CH:7]=[CH:6][C:5]([CH2:8][CH2:9][C:15]([CH3:16])([S:17]([CH3:20])(=[O:18])=[O:19])[C:14]([O:13][CH2:11][CH3:12])=[O:21])=[CH:4][CH:3]=1.